This data is from Full USPTO retrosynthesis dataset with 1.9M reactions from patents (1976-2016). The task is: Predict the reactants needed to synthesize the given product. (1) Given the product [Cl:1][C:2]1[CH:7]=[CH:6][CH:5]=[CH:4][C:3]=1[C:10]#[C:9][C:11]1[CH:16]=[CH:15][CH:14]=[CH:13][N:12]=1, predict the reactants needed to synthesize it. The reactants are: [Cl:1][C:2]1[CH:7]=[CH:6][CH:5]=[CH:4][C:3]=1I.[C:9]([C:11]1[CH:16]=[CH:15][CH:14]=[CH:13][N:12]=1)#[CH:10]. (2) Given the product [CH:1]1([CH2:7][CH2:8][CH2:9][C@@H:10]([C:19]2[O:23][N:22]=[C:21]([CH2:24][NH:41][CH:36]3[CH2:40][CH2:39][CH2:38][CH2:37]3)[N:20]=2)[CH2:11][C:12]([O:14][C:15]([CH3:17])([CH3:18])[CH3:16])=[O:13])[CH2:2][CH2:3][CH2:4][CH2:5][CH2:6]1, predict the reactants needed to synthesize it. The reactants are: [CH:1]1([CH2:7][CH2:8][CH2:9][C@@H:10]([C:19]2[O:23][N:22]=[C:21]([CH2:24]OS(C3C=CC(C)=CC=3)(=O)=O)[N:20]=2)[CH2:11][C:12]([O:14][C:15]([CH3:18])([CH3:17])[CH3:16])=[O:13])[CH2:6][CH2:5][CH2:4][CH2:3][CH2:2]1.[CH:36]1([NH2:41])[CH2:40][CH2:39][CH2:38][CH2:37]1. (3) Given the product [Cl:25][C:23]1[CH:24]=[C:15]([NH:14][CH2:13][C:11]2[N:10]=[N:9][N:8]([CH:4]3[CH2:5][CH2:6][CH2:7][N:1]([CH2:38][CH3:39])[CH2:2][CH2:3]3)[CH:12]=2)[CH:16]=[C:17]2[C:22]=1[N:21]=[CH:20][C:19]([C:26]#[N:27])=[C:18]2[NH:28][C:29]1[CH:34]=[CH:33][C:32]([F:35])=[C:31]([Cl:36])[CH:30]=1, predict the reactants needed to synthesize it. The reactants are: [NH:1]1[CH2:7][CH2:6][CH2:5][CH:4]([N:8]2[CH:12]=[C:11]([CH2:13][NH:14][C:15]3[CH:16]=[C:17]4[C:22](=[C:23]([Cl:25])[CH:24]=3)[N:21]=[CH:20][C:19]([C:26]#[N:27])=[C:18]4[NH:28][C:29]3[CH:34]=[CH:33][C:32]([F:35])=[C:31]([Cl:36])[CH:30]=3)[N:10]=[N:9]2)[CH2:3][CH2:2]1.Cl[CH:38](Cl)[CH3:39].C(=O)C.C(O[BH-](OC(=O)C)OC(=O)C)(=O)C.[Na+]. (4) Given the product [NH2:10][C:6]1[CH:7]=[CH:8][CH:9]=[C:2]([Cl:1])[C:3]=1[CH:4]=[O:5], predict the reactants needed to synthesize it. The reactants are: [Cl:1][C:2]1[CH:9]=[CH:8][CH:7]=[C:6]([N+:10]([O-])=O)[C:3]=1[CH:4]=[O:5].CCOC(C)=O. (5) Given the product [Cl:1][C:2]1[CH:3]=[C:4]([NH:17][C:18]2[C:27]3[C:22](=[CH:23][C:24]([O:36][CH2:37][CH2:38][O:39][CH3:40])=[C:25]([NH:28][C:29]([C@@H:31]4[CH2:35][CH2:34][CH2:33][N:32]4[C:41](=[O:44])[CH:42]=[CH2:43])=[O:30])[CH:26]=3)[N:21]=[CH:20][N:19]=2)[CH:5]=[CH:6][C:7]=1[O:8][CH2:9][C:10]1[CH:15]=[CH:14][CH:13]=[C:12]([F:16])[CH:11]=1, predict the reactants needed to synthesize it. The reactants are: [Cl:1][C:2]1[CH:3]=[C:4]([NH:17][C:18]2[C:27]3[C:22](=[CH:23][C:24]([O:36][CH2:37][CH2:38][O:39][CH3:40])=[C:25]([NH:28][C:29]([C@@H:31]4[CH2:35][CH2:34][CH2:33][NH:32]4)=[O:30])[CH:26]=3)[N:21]=[CH:20][N:19]=2)[CH:5]=[CH:6][C:7]=1[O:8][CH2:9][C:10]1[CH:15]=[CH:14][CH:13]=[C:12]([F:16])[CH:11]=1.[C:41](O)(=[O:44])[CH:42]=[CH2:43].N1C=CC=CC=1.Cl.CN(C)CCCN=C=NCC. (6) Given the product [OH:56][C@H:34]([CH2:35][O:36][C:37]1[CH:42]=[CH:41][C:40]([OH:43])=[C:39]([NH:51][S:52]([CH3:55])(=[O:54])=[O:53])[CH:38]=1)[CH2:33][NH:8][C@H:9]1[CH2:10][CH2:11][C@H:12]([C:15]2[CH:32]=[CH:31][C:18]([C:19]([NH:21][C@H:22]([C:23]([O:25][CH2:26][CH3:27])=[O:24])[CH:28]([CH3:30])[CH3:29])=[O:20])=[CH:17][CH:16]=2)[CH2:13][CH2:14]1, predict the reactants needed to synthesize it. The reactants are: C([N:8]([CH2:33][C@H:34]([OH:56])[CH2:35][O:36][C:37]1[CH:42]=[CH:41][C:40]([O:43]CC2C=CC=CC=2)=[C:39]([NH:51][S:52]([CH3:55])(=[O:54])=[O:53])[CH:38]=1)[C@H:9]1[CH2:14][CH2:13][C@H:12]([C:15]2[CH:32]=[CH:31][C:18]([C:19]([NH:21][C@@H:22]([CH:28]([CH3:30])[CH3:29])[C:23]([O:25][CH2:26][CH3:27])=[O:24])=[O:20])=[CH:17][CH:16]=2)[CH2:11][CH2:10]1)C1C=CC=CC=1.